Dataset: Reaction yield outcomes from USPTO patents with 853,638 reactions. Task: Predict the reaction yield, written as a fraction of the theoretical maximum amount of product (1.0 means a 100% yield; for example, 0.34 means a 34% yield). (1) The catalyst is C1COCC1.[Pd]. The reactants are C([N:8]1[CH:13]([C:14]2[CH:19]=[CH:18][CH:17]=[CH:16][CH:15]=2)[CH2:12][C:11]([CH3:21])([CH3:20])[N:10]2[N:22]=[CH:23][C:24]([S:25]([C:28]([CH3:37])([C:30]3[CH:35]=[CH:34][C:33]([CH3:36])=[CH:32][CH:31]=3)[CH3:29])(=[O:27])=[O:26])=[C:9]12)C1C=CC=CC=1.C(O)C.[H][H]. The yield is 0.910. The product is [CH3:20][C:11]1([CH3:21])[N:10]2[N:22]=[CH:23][C:24]([S:25]([C:28]([CH3:29])([C:30]3[CH:35]=[CH:34][C:33]([CH3:36])=[CH:32][CH:31]=3)[CH3:37])(=[O:27])=[O:26])=[C:9]2[NH:8][CH:13]([C:14]2[CH:19]=[CH:18][CH:17]=[CH:16][CH:15]=2)[CH2:12]1. (2) The reactants are [Cl:1][C:2]1[CH:3]=[CH:4][C:5]2[N:6]=[CH:7][N:8]=[C:9](OC3CCOCC3)[C:10]=2[N:11]=1.[CH3:19][O:20][C:21]1[N:26]=[CH:25][C:24]([NH2:27])=[CH:23][CH:22]=1.C([O-])(=O)C.[Na+]. The catalyst is CCOC(C)=O. The product is [Cl:1][C:2]1[CH:3]=[CH:4][C:5]2[N:6]=[CH:7][N:8]=[C:9]([NH:27][C:24]3[CH:25]=[N:26][C:21]([O:20][CH3:19])=[CH:22][CH:23]=3)[C:10]=2[N:11]=1. The yield is 0.590. (3) The reactants are [NH2:1][C:2]1[N:7]=[CH:6][N:5]=[C:4]2[N:8]([CH:12]([C:14]3[CH:21]=[C:20]([Cl:22])[C:17]([C:18]#[N:19])=[C:16]([CH:23]4[CH2:26][NH:25][CH2:24]4)[C:15]=3[O:27][CH3:28])[CH3:13])[N:9]=[C:10]([CH3:11])[C:3]=12.C(N(CC)CC)C.[CH3:36][S:37](Cl)(=[O:39])=[O:38]. The catalyst is ClCCl.CO. The product is [NH2:1][C:2]1[N:7]=[CH:6][N:5]=[C:4]2[N:8]([CH:12]([C:14]3[CH:21]=[C:20]([Cl:22])[C:17]([C:18]#[N:19])=[C:16]([CH:23]4[CH2:24][N:25]([S:37]([CH3:36])(=[O:39])=[O:38])[CH2:26]4)[C:15]=3[O:27][CH3:28])[CH3:13])[N:9]=[C:10]([CH3:11])[C:3]=12. The yield is 0.420. (4) The reactants are [C:1]([C:5]1[CH:9]=[C:8]([NH:10][C:11]([NH:13][C@@H:14]2[C:23]3[C:18](=[CH:19][CH:20]=[CH:21][CH:22]=3)[C@H:17]([O:24][C:25]3[CH:26]=[CH:27][C:28]4[N:29]([C:31]([N:34]5[CH2:39][CH2:38][CH2:37][CH2:36][CH2:35]5)=[N:32][N:33]=4)[CH:30]=3)[CH2:16][CH2:15]2)=[O:12])[N:7]([C:40]2[CH:41]=[N:42][N:43]([CH2:45][CH2:46][CH2:47][O:48]C3CCCCO3)[CH:44]=2)[N:6]=1)([CH3:4])([CH3:3])[CH3:2].C1(C)C=CC(S([O-])(=O)=O)=CC=1.[NH+]1C=CC=CC=1.O.C([O-])(O)=O.[Na+]. The catalyst is CO. The product is [C:1]([C:5]1[CH:9]=[C:8]([NH:10][C:11]([NH:13][C@@H:14]2[C:23]3[C:18](=[CH:19][CH:20]=[CH:21][CH:22]=3)[C@H:17]([O:24][C:25]3[CH:26]=[CH:27][C:28]4[N:29]([C:31]([N:34]5[CH2:35][CH2:36][CH2:37][CH2:38][CH2:39]5)=[N:32][N:33]=4)[CH:30]=3)[CH2:16][CH2:15]2)=[O:12])[N:7]([C:40]2[CH:41]=[N:42][N:43]([CH2:45][CH2:46][CH2:47][OH:48])[CH:44]=2)[N:6]=1)([CH3:4])([CH3:2])[CH3:3]. The yield is 0.700. (5) The product is [C:1]([C:5]1[O:6][C:7]2[C:13]([S:14]([N:30]3[CH2:31][CH2:32][CH2:33][N:27]([CH3:26])[CH2:28][CH2:29]3)(=[O:16])=[O:15])=[C:12]([Cl:18])[CH:11]=[CH:10][C:8]=2[N:9]=1)([CH3:4])([CH3:3])[CH3:2]. The yield is 0.560. The reactants are [C:1]([C:5]1[O:6][C:7]2[C:13]([S:14](Cl)(=[O:16])=[O:15])=[C:12]([Cl:18])[CH:11]=[CH:10][C:8]=2[N:9]=1)([CH3:4])([CH3:3])[CH3:2].C(N(CC)CC)C.[CH3:26][N:27]1[CH2:33][CH2:32][CH2:31][NH:30][CH2:29][CH2:28]1. The catalyst is C1COCC1. (6) The reactants are Cl.[F:2][C:3]1[CH:8]=[CH:7][C:6]([CH:9]2[CH2:14][CH2:13][N:12]([C:15]([C:17]3[C:25]4[CH2:24][CH2:23][NH:22][CH2:21][C:20]=4[NH:19][N:18]=3)=[O:16])[CH2:11][CH2:10]2)=[C:5]([C:26]([F:29])([F:28])[F:27])[CH:4]=1.C(N(C(C)C)CC)(C)C.[C:39](Cl)(=[O:41])[CH3:40]. The catalyst is CN(C=O)C. The product is [F:2][C:3]1[CH:8]=[CH:7][C:6]([CH:9]2[CH2:14][CH2:13][N:12]([C:15]([C:17]3[C:25]4[CH2:24][CH2:23][N:22]([C:39](=[O:41])[CH3:40])[CH2:21][C:20]=4[NH:19][N:18]=3)=[O:16])[CH2:11][CH2:10]2)=[C:5]([C:26]([F:29])([F:27])[F:28])[CH:4]=1. The yield is 0.940. (7) The reactants are [Cl:1][C:2]1[CH:31]=[CH:30][C:5]([C:6]([N:8]([CH:10]2[CH:14]([C:15]3[CH:20]=[CH:19][C:18]([Cl:21])=[CH:17][CH:16]=3)[CH2:13][N:12]([C:22]([CH:24]3[CH2:29][CH2:28][NH:27][CH2:26][CH2:25]3)=[O:23])[CH2:11]2)[CH3:9])=[O:7])=[CH:4][C:3]=1[C:32]([F:35])([F:34])[F:33].[H-].[Na+].I[CH2:39][C:40]#[N:41]. The product is [Cl:1][C:2]1[CH:31]=[CH:30][C:5]([C:6]([N:8]([CH:10]2[CH:14]([C:15]3[CH:20]=[CH:19][C:18]([Cl:21])=[CH:17][CH:16]=3)[CH2:13][N:12]([C:22]([CH:24]3[CH2:25][CH2:26][N:27]([CH2:39][C:40]#[N:41])[CH2:28][CH2:29]3)=[O:23])[CH2:11]2)[CH3:9])=[O:7])=[CH:4][C:3]=1[C:32]([F:34])([F:35])[F:33]. The catalyst is CN(C=O)C.C(OCC)(=O)C. The yield is 0.880. (8) The reactants are [CH3:1][O:2][C:3]1[N:8]=[C:7]([N:9]2[CH2:14][CH2:13][N:12]([C:15]([O:17][C:18]([CH3:21])([CH3:20])[CH3:19])=[O:16])[CH2:11][CH2:10]2)[CH:6]=[CH:5][C:4]=1[C:22]([O:24]C)=[O:23].[OH-].[Na+]. The catalyst is CO. The product is [C:18]([O:17][C:15]([N:12]1[CH2:11][CH2:10][N:9]([C:7]2[CH:6]=[CH:5][C:4]([C:22]([OH:24])=[O:23])=[C:3]([O:2][CH3:1])[N:8]=2)[CH2:14][CH2:13]1)=[O:16])([CH3:21])([CH3:20])[CH3:19]. The yield is 0.860.